Dataset: Forward reaction prediction with 1.9M reactions from USPTO patents (1976-2016). Task: Predict the product of the given reaction. (1) Given the reactants Cl.[NH2:2][C:3]([NH2:5])=[NH:4].C[O-].[Na+].Cl.[Cl:10][C:11]1[CH:12]=[C:13]2[C:17](=[CH:18][CH:19]=1)[N:16]([C:20]1[C:29]3[C:24](=[CH:25][CH:26]=[CH:27][CH:28]=3)[N:23]=[CH:22][CH:21]=1)[CH:15]=[C:14]2[C:30](Cl)=[O:31].[K+].[Br-], predict the reaction product. The product is: [Cl:10][C:11]1[CH:12]=[C:13]2[C:17](=[CH:18][CH:19]=1)[N:16]([C:20]1[C:29]3[C:24](=[CH:25][CH:26]=[CH:27][CH:28]=3)[N:23]=[CH:22][CH:21]=1)[CH:15]=[C:14]2[C:30]([NH:4][C:3]([NH2:5])=[NH:2])=[O:31]. (2) Given the reactants [CH2:1]([P:3]([OH:9])([CH2:5][C:6]([OH:8])=[O:7])=[O:4])[CH3:2].[O-]CCCC.[O-]CCCC.[O-]CCCC.[O-]CCCC.[Ti+4:30], predict the reaction product. The product is: [Ti+4:30].[CH2:1]([P:3]([OH:9])([CH2:5][C:6]([O-:8])=[O:7])=[O:4])[CH3:2].[CH2:1]([P:3]([CH2:5][C:6]([O-:8])=[O:7])([OH:9])=[O:4])[CH3:2].[CH2:1]([P:3]([CH2:5][C:6]([O-:8])=[O:7])([OH:9])=[O:4])[CH3:2].[CH2:1]([P:3]([CH2:5][C:6]([O-:8])=[O:7])([OH:9])=[O:4])[CH3:2].